From a dataset of NCI-60 drug combinations with 297,098 pairs across 59 cell lines. Regression. Given two drug SMILES strings and cell line genomic features, predict the synergy score measuring deviation from expected non-interaction effect. (1) Drug 1: CCCCC(=O)OCC(=O)C1(CC(C2=C(C1)C(=C3C(=C2O)C(=O)C4=C(C3=O)C=CC=C4OC)O)OC5CC(C(C(O5)C)O)NC(=O)C(F)(F)F)O. Drug 2: C1=NC(=NC(=O)N1C2C(C(C(O2)CO)O)O)N. Cell line: SF-539. Synergy scores: CSS=51.4, Synergy_ZIP=-0.273, Synergy_Bliss=-1.12, Synergy_Loewe=-11.5, Synergy_HSA=0.766. (2) Drug 1: C1CCN(CC1)CCOC2=CC=C(C=C2)C(=O)C3=C(SC4=C3C=CC(=C4)O)C5=CC=C(C=C5)O. Drug 2: C1CN(P(=O)(OC1)NCCCl)CCCl. Cell line: NCI-H322M. Synergy scores: CSS=-4.64, Synergy_ZIP=8.79, Synergy_Bliss=-1.70, Synergy_Loewe=-3.88, Synergy_HSA=-4.00. (3) Drug 1: C1CN(CCN1C(=O)CCBr)C(=O)CCBr. Drug 2: COC1=C2C(=CC3=C1OC=C3)C=CC(=O)O2. Cell line: HCC-2998. Synergy scores: CSS=34.6, Synergy_ZIP=-9.92, Synergy_Bliss=-11.0, Synergy_Loewe=-9.35, Synergy_HSA=-5.91. (4) Drug 1: C1CC(C1)(C(=O)O)C(=O)O.[NH2-].[NH2-].[Pt+2]. Drug 2: CCCCCOC(=O)NC1=NC(=O)N(C=C1F)C2C(C(C(O2)C)O)O. Cell line: HOP-62. Synergy scores: CSS=4.78, Synergy_ZIP=-0.554, Synergy_Bliss=-5.64, Synergy_Loewe=-2.37, Synergy_HSA=-2.85. (5) Drug 1: C1=C(C(=O)NC(=O)N1)N(CCCl)CCCl. Drug 2: C1CCC(C(C1)N)N.C(=O)(C(=O)[O-])[O-].[Pt+4]. Cell line: HS 578T. Synergy scores: CSS=14.5, Synergy_ZIP=-4.43, Synergy_Bliss=0.388, Synergy_Loewe=-1.44, Synergy_HSA=-0.276. (6) Drug 1: C1=NC2=C(N1)C(=S)N=C(N2)N. Drug 2: CCC1=C2CN3C(=CC4=C(C3=O)COC(=O)C4(CC)O)C2=NC5=C1C=C(C=C5)O. Cell line: NCI-H522. Synergy scores: CSS=33.4, Synergy_ZIP=-14.8, Synergy_Bliss=-12.5, Synergy_Loewe=-16.2, Synergy_HSA=-6.22.